Regression. Given two drug SMILES strings and cell line genomic features, predict the synergy score measuring deviation from expected non-interaction effect. From a dataset of NCI-60 drug combinations with 297,098 pairs across 59 cell lines. (1) Drug 1: CC1=C(C(=CC=C1)Cl)NC(=O)C2=CN=C(S2)NC3=CC(=NC(=N3)C)N4CCN(CC4)CCO. Drug 2: CS(=O)(=O)OCCCCOS(=O)(=O)C. Cell line: MOLT-4. Synergy scores: CSS=66.4, Synergy_ZIP=-0.155, Synergy_Bliss=-0.0487, Synergy_Loewe=0.502, Synergy_HSA=1.74. (2) Synergy scores: CSS=7.33, Synergy_ZIP=-0.975, Synergy_Bliss=1.97, Synergy_Loewe=-33.6, Synergy_HSA=-0.453. Drug 2: COC1=NC(=NC2=C1N=CN2C3C(C(C(O3)CO)O)O)N. Cell line: MCF7. Drug 1: CC1C(C(CC(O1)OC2CC(CC3=C2C(=C4C(=C3O)C(=O)C5=C(C4=O)C(=CC=C5)OC)O)(C(=O)C)O)N)O.Cl.